From a dataset of HIV replication inhibition screening data with 41,000+ compounds from the AIDS Antiviral Screen. Binary Classification. Given a drug SMILES string, predict its activity (active/inactive) in a high-throughput screening assay against a specified biological target. The compound is COc1ccc(-c2c(C(C)=O)c(C)n(C3OC(COC(C)=O)C(OC(C)=O)C(OC(C)=O)C3OC(C)=O)c(=S)c2C#N)cc1. The result is 0 (inactive).